From a dataset of Peptide-MHC class I binding affinity with 185,985 pairs from IEDB/IMGT. Regression. Given a peptide amino acid sequence and an MHC pseudo amino acid sequence, predict their binding affinity value. This is MHC class I binding data. (1) The binding affinity (normalized) is 0.521. The MHC is HLA-A29:02 with pseudo-sequence HLA-A29:02. The peptide sequence is NSLRAEDTAVY. (2) The MHC is HLA-A24:02 with pseudo-sequence HLA-A24:02. The binding affinity (normalized) is 0.00296. The peptide sequence is IVLPEKDSW.